From a dataset of Full USPTO retrosynthesis dataset with 1.9M reactions from patents (1976-2016). Predict the reactants needed to synthesize the given product. (1) Given the product [OH:8][NH:9][C:10]([C:12]1([NH:18][S:19]([C:22]2[CH:27]=[CH:26][C:25]([O:28][C:29]3[CH:30]=[CH:31][C:32]([F:35])=[CH:33][CH:34]=3)=[CH:24][CH:23]=2)(=[O:20])=[O:21])[CH2:17][CH2:16][O:15][CH2:14][CH2:13]1)=[O:11], predict the reactants needed to synthesize it. The reactants are: C([O:8][NH:9][C:10]([C:12]1([NH:18][S:19]([C:22]2[CH:27]=[CH:26][C:25]([O:28][C:29]3[CH:34]=[CH:33][C:32]([F:35])=[CH:31][CH:30]=3)=[CH:24][CH:23]=2)(=[O:21])=[O:20])[CH2:17][CH2:16][O:15][CH2:14][CH2:13]1)=[O:11])C1C=CC=CC=1. (2) Given the product [F:23][C:24]1[CH:25]=[CH:26][C:27]([N:30]2[CH2:35][CH2:34][N:33]([C@@H:2]3[CH2:6][CH2:5][C@H:4]([C:7]([NH:9][C:10]4[CH2:17][CH2:16][C:13]5([CH2:15][CH2:14]5)[CH2:12][C:11]=4[C:18]([O:20][CH2:21][CH3:22])=[O:19])=[O:8])[CH2:3]3)[CH2:32][CH2:31]2)=[CH:28][CH:29]=1, predict the reactants needed to synthesize it. The reactants are: O=[C:2]1[CH2:6][CH2:5][C@H:4]([C:7]([NH:9][C:10]2[CH2:17][CH2:16][C:13]3([CH2:15][CH2:14]3)[CH2:12][C:11]=2[C:18]([O:20][CH2:21][CH3:22])=[O:19])=[O:8])[CH2:3]1.[F:23][C:24]1[CH:29]=[CH:28][C:27]([N:30]2[CH2:35][CH2:34][NH:33][CH2:32][CH2:31]2)=[CH:26][CH:25]=1.C(O)(=O)C.C(O[BH-](OC(=O)C)OC(=O)C)(=O)C.[Na+].C(=O)(O)[O-].[Na+]. (3) Given the product [NH2:2][C:3]1[N:4]([CH2:18][C:19]([CH3:22])([OH:21])[CH3:20])[C:5]2[C:14]3[CH:13]=[CH:12][C:11]([Br:15])=[CH:10][C:9]=3[N:8]=[C:7]([NH2:23])[C:6]=2[N:17]=1, predict the reactants needed to synthesize it. The reactants are: Br.[NH2:2][C:3]1[N:4]([CH2:18][C:19]([CH3:22])([OH:21])[CH3:20])[C:5]2[C:14]3[CH:13]=[CH:12][C:11]([Br:15])=[CH:10][C:9]=3[N:8]=[C:7](Cl)[C:6]=2[N:17]=1.[NH3:23]. (4) Given the product [NH2:1][C@H:2]([CH:7]1[CH2:12][CH2:11][N:10]([C:13]2[N:18]=[C:17]([C:19]3[CH:28]=[CH:27][C:26]4[C:21](=[CH:22][CH:23]=[CH:24][CH:25]=4)[CH:20]=3)[CH:16]=[CH:15][N:14]=2)[CH2:9][CH2:8]1)[CH2:3][OH:4], predict the reactants needed to synthesize it. The reactants are: [NH2:1][C@H:2]([CH:7]1[CH2:12][CH2:11][N:10]([C:13]2[N:18]=[C:17]([C:19]3[CH:28]=[CH:27][C:26]4[C:21](=[CH:22][CH:23]=[CH:24][CH:25]=4)[CH:20]=3)[CH:16]=[CH:15][N:14]=2)[CH2:9][CH2:8]1)[C:3](OC)=[O:4].[Li+].[BH4-]. (5) Given the product [Cl-:1].[CH3:33][O:34][C:35]([CH:36]([NH:37][C:2]([C:5]1[S:6][C:7]([C:27]2[CH:32]=[CH:31][CH:30]=[CH:29][CH:28]=2)=[CH:8][C:9]=1[N:10]([C:18]([CH:20]1[CH2:21][CH2:22][CH:23]([CH3:26])[CH2:24][CH2:25]1)=[O:19])[CH:11]1[CH2:12][CH2:13][NH+:14]([CH3:17])[CH2:15][CH2:16]1)=[O:3])[CH:38]([CH3:40])[CH3:39])=[O:41], predict the reactants needed to synthesize it. The reactants are: [Cl-:1].[C:2]([C:5]1[S:6][C:7]([C:27]2[CH:32]=[CH:31][CH:30]=[CH:29][CH:28]=2)=[CH:8][C:9]=1[N:10]([C:18]([CH:20]1[CH2:25][CH2:24][CH:23]([CH3:26])[CH2:22][CH2:21]1)=[O:19])[CH:11]1[CH2:16][CH2:15][NH+:14]([CH3:17])[CH2:13][CH2:12]1)(O)=[O:3].[CH3:33][O:34][C:35](=[O:41])[C@H:36]([CH:38]([CH3:40])[CH3:39])[NH2:37].CN(C(ON1N=NC2C=CC=NC1=2)=[N+](C)C)C.F[P-](F)(F)(F)(F)F.C(N(C(C)C)CC)(C)C.C([O-])(O)=O.[Na+]. (6) Given the product [OH:8][C:9]1[CH:14]=[C:13]([CH:15]=[CH2:16])[CH:12]=[CH:11][C:10]=1[N:17]1[S:21](=[O:23])(=[O:22])[NH:20][C:19](=[O:24])[CH2:18]1, predict the reactants needed to synthesize it. The reactants are: C([O:8][C:9]1[CH:14]=[C:13]([CH:15]=[CH2:16])[CH:12]=[CH:11][C:10]=1[N:17]1[S:21](=[O:23])(=[O:22])[NH:20][C:19](=[O:24])[CH2:18]1)C1C=CC=CC=1.B(Br)(Br)Br.